Dataset: Full USPTO retrosynthesis dataset with 1.9M reactions from patents (1976-2016). Task: Predict the reactants needed to synthesize the given product. (1) The reactants are: [CH:1]([C:4]1[CH:9]=[CH:8][C:7]([CH3:10])=[CH:6][C:5]=1[OH:11])([CH3:3])[CH3:2].[Br:12]C1C(C(C)C)=CC(O)=C(C)C=1. Given the product [Br:12][C:8]1[C:7]([CH3:10])=[CH:6][C:5]([OH:11])=[C:4]([CH:1]([CH3:3])[CH3:2])[CH:9]=1, predict the reactants needed to synthesize it. (2) The reactants are: [N:1]1[CH:6]=[CH:5][C:4]([C:7]2[C:8]([C:12]3[CH:17]=[CH:16][C:15]([C:18]#[C:19][C:20]4[CH:29]=[CH:28][C:27]5[C:22](=[CH:23][CH:24]=[CH:25][CH:26]=5)[N:21]=4)=[CH:14][CH:13]=3)=[N:9][NH:10][CH:11]=2)=[CH:3][CH:2]=1.C([O-])([O-])=O.[Cs+].[Cs+].[CH:36]1(B(O)O)[CH2:38][CH2:37]1.N1C2C(=CC=C3C=2N=CC=C3)C=CC=1. Given the product [CH:36]1([N:10]2[CH:11]=[C:7]([C:4]3[CH:5]=[CH:6][N:1]=[CH:2][CH:3]=3)[C:8]([C:12]3[CH:17]=[CH:16][C:15]([C:18]#[C:19][C:20]4[CH:29]=[CH:28][C:27]5[C:22](=[CH:23][CH:24]=[CH:25][CH:26]=5)[N:21]=4)=[CH:14][CH:13]=3)=[N:9]2)[CH2:38][CH2:37]1, predict the reactants needed to synthesize it.